This data is from Full USPTO retrosynthesis dataset with 1.9M reactions from patents (1976-2016). The task is: Predict the reactants needed to synthesize the given product. (1) Given the product [CH2:7]([O:25][C:26]1[CH:27]=[C:28]([CH:51]([CH2:52][SH:53])[CH2:55][SH:54])[CH:29]=[C:30]([O:32][CH2:33][CH2:34][CH2:35][CH2:36][CH2:37][CH2:38][CH2:39][CH2:40][CH2:41][CH2:42][CH2:43][CH2:44][CH2:45][CH2:46][CH2:47][CH2:48][CH2:49][CH3:50])[CH:31]=1)[CH2:8][CH2:9][CH2:10][CH2:11][CH2:12][CH2:13][CH2:14][CH2:15][CH2:16][CH2:17][CH2:18][CH2:19][CH2:20][CH2:21][CH2:22][CH2:23][CH3:24], predict the reactants needed to synthesize it. The reactants are: [H-].[H-].[H-].[H-].[Li+].[Al+3].[CH2:7]([O:25][C:26]1[CH:27]=[C:28]([CH:51]2[CH2:55][S:54][S:53][CH2:52]2)[CH:29]=[C:30]([O:32][CH2:33][CH2:34][CH2:35][CH2:36][CH2:37][CH2:38][CH2:39][CH2:40][CH2:41][CH2:42][CH2:43][CH2:44][CH2:45][CH2:46][CH2:47][CH2:48][CH2:49][CH3:50])[CH:31]=1)[CH2:8][CH2:9][CH2:10][CH2:11][CH2:12][CH2:13][CH2:14][CH2:15][CH2:16][CH2:17][CH2:18][CH2:19][CH2:20][CH2:21][CH2:22][CH2:23][CH3:24]. (2) Given the product [OH:11][C:5]1[CH:6]=[CH:7][C:8]([C:17]2[CH:18]=[CH:19][C:14]([C:13]([F:24])([F:23])[F:12])=[CH:15][CH:16]=2)=[CH:9][C:4]=1[C:2](=[O:3])[CH3:1], predict the reactants needed to synthesize it. The reactants are: [CH3:1][C:2]([C:4]1[CH:9]=[C:8](Br)[CH:7]=[CH:6][C:5]=1[OH:11])=[O:3].[F:12][C:13]([F:24])([F:23])[C:14]1[CH:19]=[CH:18][C:17](B(O)O)=[CH:16][CH:15]=1.C(=O)([O-])[O-].[K+].[K+]. (3) Given the product [CH:6]([C:5]1[CH:8]=[CH:9][C:2]([O:1][C:19]2[C:28]3[C:23](=[CH:24][CH:25]=[CH:26][CH:27]=3)[C:22]([C:29]#[N:30])=[CH:21][CH:20]=2)=[C:3]([O:10][CH3:11])[CH:4]=1)=[O:7], predict the reactants needed to synthesize it. The reactants are: [OH:1][C:2]1[CH:9]=[CH:8][C:5]([CH:6]=[O:7])=[CH:4][C:3]=1[O:10][CH3:11].C(=O)([O-])[O-].[Li+].[Li+].F[C:19]1[C:28]2[C:23](=[CH:24][CH:25]=[CH:26][CH:27]=2)[C:22]([C:29]#[N:30])=[CH:21][CH:20]=1.O. (4) Given the product [CH3:17][O:18][C:19]([C:21]1[N:30]([CH:31]([CH2:34][CH3:35])[CH2:32][CH3:33])[C:24]2[N:25]=[C:26]([NH:1][C:2]3[CH:3]=[CH:4][C:5]([N:8]4[CH2:9][CH2:10][N:11]([C:14](=[O:16])[CH3:15])[CH2:12][CH2:13]4)=[CH:6][CH:7]=3)[N:27]=[CH:28][C:23]=2[CH:22]=1)=[O:20], predict the reactants needed to synthesize it. The reactants are: [NH2:1][C:2]1[CH:7]=[CH:6][C:5]([N:8]2[CH2:13][CH2:12][N:11]([C:14](=[O:16])[CH3:15])[CH2:10][CH2:9]2)=[CH:4][CH:3]=1.[CH3:17][O:18][C:19]([C:21]1[N:30]([CH:31]([CH2:34][CH3:35])[CH2:32][CH3:33])[C:24]2[N:25]=[C:26](Cl)[N:27]=[CH:28][C:23]=2[CH:22]=1)=[O:20].CC1(C)C2C(=C(P(C3C=CC=CC=3)C3C=CC=CC=3)C=CC=2)OC2C(P(C3C=CC=CC=3)C3C=CC=CC=3)=CC=CC1=2.C([O-])([O-])=O.[Cs+].[Cs+]. (5) Given the product [OH:25][NH:24][C:21]([C:16]1[CH:17]=[C:18]2[C:13](=[CH:14][CH:15]=1)[N:12]=[C:11]([NH:10][C@H:1]1[C:9]3[C:4](=[CH:5][CH:6]=[CH:7][CH:8]=3)[CH2:3][CH2:2]1)[CH:20]=[CH:19]2)=[NH:22], predict the reactants needed to synthesize it. The reactants are: [C@H:1]1([NH:10][C:11]2[CH:20]=[CH:19][C:18]3[C:13](=[CH:14][CH:15]=[C:16]([C:21]#[N:22])[CH:17]=3)[N:12]=2)[C:9]2[C:4](=[CH:5][CH:6]=[CH:7][CH:8]=2)[CH2:3][CH2:2]1.Cl.[NH2:24][OH:25].C(=O)([O-])[O-].[Na+].[Na+]. (6) Given the product [NH2:8][C:7]1[O:26][C:25]2[C:18]([CH:5]([C:4]3[CH:11]=[C:12]([O:15][CH3:16])[C:13]([OH:14])=[C:2]([Br:1])[CH:3]=3)[C:6]=1[C:9]#[N:10])=[CH:19][CH:20]=[C:23]1[N:32]([CH3:34])[CH:31]=[CH:30][C:24]=21, predict the reactants needed to synthesize it. The reactants are: [Br:1][C:2]1[CH:3]=[C:4]([CH:11]=[C:12]([O:15][CH3:16])[C:13]=1[OH:14])[CH:5]=[C:6]([C:9]#[N:10])[C:7]#[N:8].Br[C:18]1[CH:19]=[C:20]([CH:23]=[C:24](OC)[C:25]=1[OH:26])C=O.C(#N)[CH2:30][C:31]#[N:32].[CH2:34](O)C. (7) Given the product [C:1]([O:4][CH:5]1[C:9]2=[N:10][CH:11]=[C:12]([NH2:32])[C:13]([N:14]3[CH2:19][C@H:18]([C:20]([F:21])([F:23])[F:22])[CH2:17][C@H:16]([NH:24][C:25]([O:27][C:28]([CH3:31])([CH3:30])[CH3:29])=[O:26])[CH2:15]3)=[C:8]2[CH2:7][CH2:6]1)(=[O:3])[CH3:2], predict the reactants needed to synthesize it. The reactants are: [C:1]([O:4][CH:5]1[C:9]2=[N:10][CH:11]=[C:12]([N+:32]([O-])=O)[C:13]([N:14]3[CH2:19][C@H:18]([C:20]([F:23])([F:22])[F:21])[CH2:17][C@H:16]([NH:24][C:25]([O:27][C:28]([CH3:31])([CH3:30])[CH3:29])=[O:26])[CH2:15]3)=[C:8]2[CH2:7][CH2:6]1)(=[O:3])[CH3:2].CC(O)=O. (8) The reactants are: [O:1]=[C:2]1[CH2:6][CH2:5][CH2:4][N:3]1[C@@H:7]1[CH2:12][CH2:11][C@H:10]([C:13]([OH:15])=O)[CH2:9][CH2:8]1.[F:16][C:17]1[CH:18]=[C:19]([C:24]2[N:25]=[CH:26][C:27]([NH2:30])=[N:28][CH:29]=2)[CH:20]=[C:21]([F:23])[CH:22]=1. Given the product [F:23][C:21]1[CH:20]=[C:19]([C:24]2[N:25]=[CH:26][C:27]([NH:30][C:13]([C@H:10]3[CH2:9][CH2:8][C@@H:7]([N:3]4[CH2:4][CH2:5][CH2:6][C:2]4=[O:1])[CH2:12][CH2:11]3)=[O:15])=[N:28][CH:29]=2)[CH:18]=[C:17]([F:16])[CH:22]=1, predict the reactants needed to synthesize it.